From a dataset of Full USPTO retrosynthesis dataset with 1.9M reactions from patents (1976-2016). Predict the reactants needed to synthesize the given product. Given the product [Cl:14][C:11]1[N:10]=[CH:9][C:8]([C:17]2[CH:18]=[CH:19][CH:20]=[CH:21][C:16]=2[F:15])=[CH:13][N:12]=1, predict the reactants needed to synthesize it. The reactants are: C(=O)([O-])[O-].[Cs+].[Cs+].Br[C:8]1[CH:9]=[N:10][C:11]([Cl:14])=[N:12][CH:13]=1.[F:15][C:16]1[CH:21]=[CH:20][CH:19]=[CH:18][C:17]=1B(O)O.